This data is from Full USPTO retrosynthesis dataset with 1.9M reactions from patents (1976-2016). The task is: Predict the reactants needed to synthesize the given product. (1) Given the product [Cl:21][C:18]1[CH:19]=[CH:20][C:15]2[C:29]3[C:24](=[CH:25][C:26]([O:30][CH3:31])=[CH:27][CH:28]=3)[O:23][CH2:22][C:16]=2[CH:17]=1, predict the reactants needed to synthesize it. The reactants are: C(=O)([O-])[O-].[K+].[K+].CC(C)(C)C(O)=O.Br[C:15]1[CH:20]=[CH:19][C:18]([Cl:21])=[CH:17][C:16]=1[CH2:22][O:23][C:24]1[CH:29]=[CH:28][CH:27]=[C:26]([O:30][CH3:31])[CH:25]=1. (2) The reactants are: C[O:2][C:3](=[O:19])[C@H:4]([NH:11][C:12]1[CH:17]=[CH:16][C:15]([F:18])=[CH:14][CH:13]=1)[C:5]1[CH:10]=[CH:9][CH:8]=[CH:7][CH:6]=1.Cl. Given the product [F:18][C:15]1[CH:16]=[CH:17][C:12]([NH:11][C@H:4]([C:5]2[CH:6]=[CH:7][CH:8]=[CH:9][CH:10]=2)[C:3]([OH:19])=[O:2])=[CH:13][CH:14]=1, predict the reactants needed to synthesize it. (3) The reactants are: [C:1]([O:4][C@@H:5]([CH2:12]/[CH:13]=[CH:14]\[CH2:15][CH2:16][CH2:17][CH2:18][CH2:19][CH2:20][CH2:21][CH:22]([OH:33])[CH2:23][CH2:24][CH2:25][CH2:26][CH2:27][CH2:28][CH2:29][CH2:30][CH2:31][CH3:32])[CH2:6][CH2:7][CH2:8][CH2:9][CH2:10][CH3:11])(=[O:3])[CH3:2].N1C=CC=CC=1.Cl[C:41](Cl)([O:43][C:44](=[O:50])OC(Cl)(Cl)Cl)Cl.[CH3:52][N:53]1[CH2:58][CH2:57][CH2:56][CH:55](CO)[CH2:54]1. Given the product [C:1]([O:4][C@@H:5]([CH2:12]/[CH:13]=[CH:14]\[CH2:15][CH2:16][CH2:17][CH2:18][CH2:19][CH2:20][CH2:21][CH:22]([O:33][C:44]([O:43][CH2:41][CH:55]1[CH2:56][CH2:57][CH2:58][N:53]([CH3:52])[CH2:54]1)=[O:50])[CH2:23][CH2:24][CH2:25][CH2:26][CH2:27][CH2:28][CH2:29][CH2:30][CH2:31][CH3:32])[CH2:6][CH2:7][CH2:8][CH2:9][CH2:10][CH3:11])(=[O:3])[CH3:2], predict the reactants needed to synthesize it. (4) The reactants are: [F:1][C:2]1[CH:3]=[C:4]([CH:8]=[CH:9][C:10]=1[F:11])[C:5]([OH:7])=O.[C:12]([O:16][C:17](=[O:26])[NH:18][C@H:19]1[CH2:24][CH2:23][C@@H:22]([NH2:25])[CH2:21][CH2:20]1)([CH3:15])([CH3:14])[CH3:13].C1C=CC2N(O)N=NC=2C=1.O.CCN=C=NCCCN(C)C.Cl. Given the product [C:12]([O:16][C:17](=[O:26])[NH:18][C@H:19]1[CH2:20][CH2:21][C@@H:22]([NH:25][C:5]([C:4]2[CH:8]=[CH:9][C:10]([F:11])=[C:2]([F:1])[CH:3]=2)=[O:7])[CH2:23][CH2:24]1)([CH3:15])([CH3:13])[CH3:14], predict the reactants needed to synthesize it. (5) Given the product [OH:12][C@H:9]1[CH2:10][C:11]2[C:2]([NH:1][C:25](=[O:26])[C:24]3[CH:28]=[CH:29][C:21]([C:18]4[CH:17]=[CH:16][C:15]([C:14]([F:31])([F:13])[F:30])=[CH:20][CH:19]=4)=[N:22][CH:23]=3)=[CH:3][CH:4]=[CH:5][C:6]=2[CH2:7][CH2:8]1, predict the reactants needed to synthesize it. The reactants are: [NH2:1][C:2]1[CH:3]=[CH:4][CH:5]=[C:6]2[C:11]=1[CH2:10][C@H:9]([OH:12])[CH2:8][CH2:7]2.[F:13][C:14]([F:31])([F:30])[C:15]1[CH:20]=[CH:19][C:18]([C:21]2[CH:29]=[CH:28][C:24]([C:25](O)=[O:26])=[CH:23][N:22]=2)=[CH:17][CH:16]=1. (6) Given the product [Cl:15][C:16]1[CH:17]=[CH:18][C:19]([F:44])=[C:20]([CH:21]=1)[C:22]([CH:24]1[CH2:29][CH2:28][N:27]([C:30]2[N:35]=[C:34]3[CH2:36][N:37]([C:5](=[O:7])[CH3:6])[CH2:38][CH2:39][C:33]3=[N:32][C:31]=2[NH:40][CH:41]([CH3:42])[CH3:43])[CH2:26][CH2:25]1)=[O:23].[C:9]([OH:10])([C:11]([F:14])([F:13])[F:12])=[O:8], predict the reactants needed to synthesize it. The reactants are: C(O[C:5](=[O:7])[CH3:6])(=O)C.[OH:8][C:9]([C:11]([F:14])([F:13])[F:12])=[O:10].[Cl:15][C:16]1[CH:17]=[CH:18][C:19]([F:44])=[C:20]([C:22]([CH:24]2[CH2:29][CH2:28][N:27]([C:30]3[N:35]=[C:34]4[CH2:36][NH:37][CH2:38][CH2:39][C:33]4=[N:32][C:31]=3[NH:40][CH:41]([CH3:43])[CH3:42])[CH2:26][CH2:25]2)=[O:23])[CH:21]=1.N1C=CC=CC=1.